Task: Predict the product of the given reaction.. Dataset: Forward reaction prediction with 1.9M reactions from USPTO patents (1976-2016) (1) Given the reactants [C:1]([O:5][C:6]([N:8]([C:18]([O:20][C:21]([CH3:24])([CH3:23])[CH3:22])=[O:19])[C:9]1[CH:14]=[C:13](Cl)[N:12]=[C:11]([S:16][CH3:17])[N:10]=1)=[O:7])([CH3:4])([CH3:3])[CH3:2].[CH3:25][C:26]1[C:30](B2OC(C)(C)C(C)(C)O2)=[C:29]([CH3:40])[O:28][N:27]=1.C(=O)([O-])[O-].[Na+].[Na+], predict the reaction product. The product is: [C:1]([O:5][C:6]([N:8]([C:18]([O:20][C:21]([CH3:24])([CH3:23])[CH3:22])=[O:19])[C:9]1[CH:14]=[C:13]([C:30]2[C:26]([CH3:25])=[N:27][O:28][C:29]=2[CH3:40])[N:12]=[C:11]([S:16][CH3:17])[N:10]=1)=[O:7])([CH3:4])([CH3:3])[CH3:2]. (2) Given the reactants [F-].[K+].[F:3][C:4]([P:10](=[O:25])(C(F)(F)C(F)(F)F)[C:11]([F:17])([F:16])[C:12]([F:15])([F:14])[F:13])([F:9])[C:5]([F:8])([F:7])[F:6].[CH2:26]([OH:29])[C:27]#[CH:28], predict the reaction product. The product is: [P:10]([O:29][CH2:26][C:27]#[CH:28])([C:4]([C:5]([F:6])([F:7])[F:8])([F:3])[F:9])([C:11]([C:12]([F:15])([F:14])[F:13])([F:17])[F:16])=[O:25]. (3) Given the reactants [CH3:1][C:2]([O:9][CH:10]1[CH2:15][CH2:14][CH2:13][CH2:12][O:11]1)([CH3:8])[C:3]([O:5]CC)=[O:4].[OH-].[Li+], predict the reaction product. The product is: [CH3:8][C:2]([O:9][CH:10]1[CH2:15][CH2:14][CH2:13][CH2:12][O:11]1)([CH3:1])[C:3]([OH:5])=[O:4]. (4) Given the reactants [CH:1]([C:3]1[CH:17]=[CH:16][C:6]([O:7][C:8]2[N:9]=[CH:10][C:11]([C:14]#[N:15])=[N:12][CH:13]=2)=[CH:5][CH:4]=1)=[O:2].C([O-])([O-])=[O:19].[K+].[K+].OO, predict the reaction product. The product is: [CH:1]([C:3]1[CH:17]=[CH:16][C:6]([O:7][C:8]2[N:9]=[CH:10][C:11]([C:14]([NH2:15])=[O:19])=[N:12][CH:13]=2)=[CH:5][CH:4]=1)=[O:2]. (5) Given the reactants [NH2:1][OH:2].O.[CH3:4][N:5]1[CH:9]=[C:8]([S:10](Cl)(=[O:12])=[O:11])[CH:7]=[N:6]1.S(Cl)(Cl)(=O)=O, predict the reaction product. The product is: [OH:2][NH:1][S:10]([C:8]1[CH:7]=[N:6][N:5]([CH3:4])[CH:9]=1)(=[O:12])=[O:11].